Dataset: Reaction yield outcomes from USPTO patents with 853,638 reactions. Task: Predict the reaction yield, written as a fraction of the theoretical maximum amount of product (1.0 means a 100% yield; for example, 0.34 means a 34% yield). (1) The reactants are CN(C)C=O.CS([O:10][CH2:11][CH2:12][CH2:13][CH2:14][CH2:15][CH2:16][C:17]([CH3:21])=[C:18]([F:20])[F:19])(=O)=O.[S:22]1[C:26]([C:27](O)=[O:28])=[CH:25][C:24]2[CH:30]=[CH:31][CH:32]=[CH:33][C:23]1=2.C(=O)([O-])O.[Na+]. The catalyst is O. The product is [S:22]1[C:26]([C:27]([O:10][CH2:11][CH2:12][CH2:13][CH2:14][CH2:15][CH2:16][C:17]([CH3:21])=[C:18]([F:19])[F:20])=[O:28])=[CH:25][C:24]2[CH:30]=[CH:31][CH:32]=[CH:33][C:23]1=2. The yield is 0.710. (2) The reactants are [CH2:1]([O:3][C:4]([C:6]1[N:7]([C:17]2[CH:22]=[CH:21][C:20]([O:23][CH:24]3[CH2:28][CH2:27][CH2:26][CH2:25]3)=[CH:19][CH:18]=2)[C:8]2[C:13]([C:14]=1[Cl:15])=[CH:12][C:11](Br)=[CH:10][CH:9]=2)=[O:5])[CH3:2].CNCCNC.[Na+].[I-:36].O1CCOCC1. The catalyst is [NH4+].[Cl-].[Cu]I.O. The product is [CH2:1]([O:3][C:4]([C:6]1[N:7]([C:17]2[CH:22]=[CH:21][C:20]([O:23][CH:24]3[CH2:28][CH2:27][CH2:26][CH2:25]3)=[CH:19][CH:18]=2)[C:8]2[C:13]([C:14]=1[Cl:15])=[CH:12][C:11]([I:36])=[CH:10][CH:9]=2)=[O:5])[CH3:2]. The yield is 0.720. (3) The catalyst is CCO. The product is [F:18][C:19]1[CH:26]=[CH:25][C:22]([CH2:23][N:5]2[CH2:6][C@H:7]([CH3:10])[NH:8][CH2:9][C@@H:4]2[CH3:3])=[CH:21][CH:20]=1. The yield is 0.0400. The reactants are Br.Br.[CH3:3][C@H:4]1[CH2:9][NH:8][C@@H:7]([CH3:10])[CH2:6][NH:5]1.C(N(CC)CC)C.[F:18][C:19]1[CH:26]=[CH:25][C:22]([CH2:23]Br)=[CH:21][CH:20]=1. (4) The reactants are [C:1](Cl)(=O)C.[S:5]1[CH:9]=[CH:8][C:7]2[CH:10]=[CH:11][CH:12]=[C:13]([C:14]([OH:16])=[O:15])[C:6]1=2. The catalyst is CO. The product is [CH3:1][O:15][C:14]([C:13]1[C:6]2[S:5][CH:9]=[CH:8][C:7]=2[CH:10]=[CH:11][CH:12]=1)=[O:16]. The yield is 0.920.